The task is: Predict the reactants needed to synthesize the given product.. This data is from Full USPTO retrosynthesis dataset with 1.9M reactions from patents (1976-2016). (1) The reactants are: C(=O)([O-])[O-].[K+].[K+].CC1(C)COB([C:14]2[CH:19]=[CH:18][C:17]([N:20]3[CH2:24][C@H:23]([CH2:25][NH:26][C:27](=[O:29])[CH3:28])[O:22][C:21]3=[O:30])=[CH:16][C:15]=2[F:31])OC1.Br[C:34]1[CH:39]=[CH:38][C:37]([CH2:40][CH2:41][C@@:42]([CH3:57])([S:53]([CH3:56])(=[O:55])=[O:54])[C:43]([NH:45][O:46][CH:47]2[CH2:52][CH2:51][CH2:50][CH2:49][O:48]2)=[O:44])=[CH:36][CH:35]=1.O. Given the product [C:27]([NH:26][CH2:25][C@H:23]1[O:22][C:21](=[O:30])[N:20]([C:17]2[CH:18]=[CH:19][C:14]([C:34]3[CH:35]=[CH:36][C:37]([CH2:40][CH2:41][C@@:42]([CH3:57])([S:53]([CH3:56])(=[O:54])=[O:55])[C:43]([NH:45][O:46][CH:47]4[CH2:52][CH2:51][CH2:50][CH2:49][O:48]4)=[O:44])=[CH:38][CH:39]=3)=[C:15]([F:31])[CH:16]=2)[CH2:24]1)(=[O:29])[CH3:28], predict the reactants needed to synthesize it. (2) The reactants are: [CH2:1]([O:4][C:5]1([CH3:36])[CH2:10][CH2:9][N:8]([C:11]2[N:16]3[N:17]=[C:18]([CH2:20][N:21]=[N+:22]=[N-:23])[CH:19]=[C:15]3[N:14]=[C:13]([CH3:24])[C:12]=2[C@H:25]([O:31][C:32]([CH3:35])([CH3:34])[CH3:33])[C:26]([O:28][CH2:29][CH3:30])=[O:27])[CH2:7][CH2:6]1)[CH:2]=[CH2:3].[CH2:37]([O:40][C:41]1([C:47]#[CH:48])[CH2:46][CH2:45][CH2:44][CH2:43][CH2:42]1)[CH:38]=[CH2:39].O=C1O[C@H]([C@H](CO)O)C([O-])=C1O.[Na+]. Given the product [CH2:1]([O:4][C:5]1([CH3:36])[CH2:10][CH2:9][N:8]([C:11]2[N:16]3[N:17]=[C:18]([CH2:20][N:21]4[CH:48]=[C:47]([C:41]5([O:40][CH2:37][CH:38]=[CH2:39])[CH2:42][CH2:43][CH2:44][CH2:45][CH2:46]5)[N:23]=[N:22]4)[CH:19]=[C:15]3[N:14]=[C:13]([CH3:24])[C:12]=2[C@H:25]([O:31][C:32]([CH3:35])([CH3:34])[CH3:33])[C:26]([O:28][CH2:29][CH3:30])=[O:27])[CH2:7][CH2:6]1)[CH:2]=[CH2:3], predict the reactants needed to synthesize it.